From a dataset of NCI-60 drug combinations with 297,098 pairs across 59 cell lines. Regression. Given two drug SMILES strings and cell line genomic features, predict the synergy score measuring deviation from expected non-interaction effect. Drug 1: CC1=C(C(=CC=C1)Cl)NC(=O)C2=CN=C(S2)NC3=CC(=NC(=N3)C)N4CCN(CC4)CCO. Drug 2: COCCOC1=C(C=C2C(=C1)C(=NC=N2)NC3=CC=CC(=C3)C#C)OCCOC.Cl. Cell line: SNB-75. Synergy scores: CSS=7.47, Synergy_ZIP=-0.866, Synergy_Bliss=2.91, Synergy_Loewe=1.79, Synergy_HSA=2.47.